This data is from Reaction yield outcomes from USPTO patents with 853,638 reactions. The task is: Predict the reaction yield, written as a fraction of the theoretical maximum amount of product (1.0 means a 100% yield; for example, 0.34 means a 34% yield). (1) The reactants are CN[C:3]([NH:8][CH3:9])(N)[CH2:4][CH2:5][NH2:6].Cl[C:11]1[CH:24]=[C:23]2[C:14]([C:15](=[O:27])[N:16]([CH2:25][CH3:26])[C:17]3[CH:18]=[CH:19][CH:20]=[CH:21][C:22]=32)=[CH:13][CH:12]=1.[CH:28]1(P(C2CCCCC2)C2C=C(C3C=CC=CC=3N(C)C)C=CC=2)CCCCC1.P([O-])([O-])([O-])=O.[K+].[K+].[K+]. The catalyst is COCCOC.C1C=CC(/C=C/C(/C=C/C2C=CC=CC=2)=O)=CC=1.C1C=CC(/C=C/C(/C=C/C2C=CC=CC=2)=O)=CC=1.C1C=CC(/C=C/C(/C=C/C2C=CC=CC=2)=O)=CC=1.[Pd].[Pd]. The product is [CH3:28][N:8]([CH3:9])[CH2:3][CH2:4][CH2:5][NH:6][C:11]1[CH:24]=[C:23]2[C:14]([C:15](=[O:27])[N:16]([CH2:25][CH3:26])[C:17]3[CH:18]=[CH:19][CH:20]=[CH:21][C:22]=32)=[CH:13][CH:12]=1. The yield is 0.150. (2) The reactants are [CH2:1]([O:3][C:4](=[O:16])[CH:5]([O:14][CH3:15])[CH2:6][C:7]1[CH:12]=[CH:11][C:10]([OH:13])=[CH:9][CH:8]=1)[CH3:2].[CH3:17][N:18]1[CH:22]([CH2:23][CH2:24]OS(C2C=CC(C)=CC=2)(=O)=O)[CH2:21][N:20]([CH2:36][C:37]2[CH:42]=[CH:41][C:40]([C:43]([F:46])([F:45])[F:44])=[CH:39][CH:38]=2)[C:19]1=[O:47].C([O-])([O-])=O.[Cs+].[Cs+]. The catalyst is CN(C=O)C. The product is [CH2:1]([O:3][C:4](=[O:16])[CH:5]([O:14][CH3:15])[CH2:6][C:7]1[CH:8]=[CH:9][C:10]([O:13][CH2:24][CH2:23][CH:22]2[CH2:21][N:20]([CH2:36][C:37]3[CH:42]=[CH:41][C:40]([C:43]([F:45])([F:46])[F:44])=[CH:39][CH:38]=3)[C:19](=[O:47])[N:18]2[CH3:17])=[CH:11][CH:12]=1)[CH3:2]. The yield is 0.640. (3) The reactants are [CH3:1][C:2](=[CH:4][CH2:5][CH2:6][C@H:7]([CH3:13])CCCCC)[CH3:3].C[C:15]([CH3:17])=[O:16].[OH:18]S(O)(=O)=O.O=[Cr](=O)=O.O.[O-]S([O-])(=O)=O.[Na+].[Na+]. The catalyst is CC(C)=O.C(Cl)Cl.CCOCC. The product is [CH3:1][C@H:2]([CH2:4][CH2:5][CH2:6][CH2:7][CH3:13])[CH2:3][CH2:17][C:15]([OH:18])=[O:16]. The yield is 0.540.